This data is from Catalyst prediction with 721,799 reactions and 888 catalyst types from USPTO. The task is: Predict which catalyst facilitates the given reaction. (1) Reactant: [CH2:1]([O:3][C:4]([CH:6]1[CH2:11][CH2:10][CH:9]([OH:12])[CH2:8][CH2:7]1)=[O:5])[CH3:2].N1C=CN=C1.[Si:18](Cl)([C:21]([CH3:24])([CH3:23])[CH3:22])([CH3:20])[CH3:19].C(OCC)C. Product: [CH2:1]([O:3][C:4]([CH:6]1[CH2:11][CH2:10][CH:9]([O:12][Si:18]([C:21]([CH3:24])([CH3:23])[CH3:22])([CH3:20])[CH3:19])[CH2:8][CH2:7]1)=[O:5])[CH3:2]. The catalyst class is: 9. (2) Reactant: [F:1][C:2]1[CH:3]=[C:4]2[C:8](=[C:9]([NH:11][S:12]([C:15]3[S:16][CH:17]=[CH:18][CH:19]=3)(=[O:14])=[O:13])[CH:10]=1)[N:7]([CH2:20][O:21][CH3:22])[C:6]([C:23]([O:25][CH2:26][CH3:27])=[O:24])=[CH:5]2.[H-].[Na+].[CH3:30]N(C)C=O.CI. Product: [F:1][C:2]1[CH:3]=[C:4]2[C:8](=[C:9]([N:11]([CH3:30])[S:12]([C:15]3[S:16][CH:17]=[CH:18][CH:19]=3)(=[O:13])=[O:14])[CH:10]=1)[N:7]([CH2:20][O:21][CH3:22])[C:6]([C:23]([O:25][CH2:26][CH3:27])=[O:24])=[CH:5]2. The catalyst class is: 13. (3) Reactant: Cl.[NH:2]1[CH2:7][CH2:6][CH2:5][C@H:4]([C:8]2[O:12][N:11]=[C:10]([C:13]3[NH:14][C:15]4[C:20]([CH:21]=3)=[CH:19][CH:18]=[CH:17][CH:16]=4)[N:9]=2)[CH2:3]1.[CH3:22][C:23]1[O:27][N:26]=[CH:25][C:24]=1[C:28](O)=[O:29]. Product: [NH:14]1[C:15]2[C:20](=[CH:19][CH:18]=[CH:17][CH:16]=2)[CH:21]=[C:13]1[C:10]1[N:9]=[C:8]([C@H:4]2[CH2:5][CH2:6][CH2:7][N:2]([C:28]([C:24]3[CH:25]=[N:26][O:27][C:23]=3[CH3:22])=[O:29])[CH2:3]2)[O:12][N:11]=1. The catalyst class is: 2. (4) Reactant: [CH3:16][C:11]1([CH3:17])[C:12]([CH3:15])([CH3:14])[O:13][B:9]([B:9]2[O:13][C:12]([CH3:15])([CH3:14])[C:11]([CH3:17])([CH3:16])[O:10]2)[O:10]1.C(OOC(=O)C1C=CC=CC=1)(=O)C1C=CC=CC=1.Cl.N[C:39]1[CH:50]=[CH:49][C:42]2[N:43]([CH3:48])[C:44](=[O:47])[N:45]([CH3:46])[C:41]=2[CH:40]=1.N(OC(C)(C)C)=O. Product: [CH3:46][N:45]1[C:41]2[CH:40]=[CH:39][C:50]([B:9]3[O:10][C:11]([CH3:16])([CH3:17])[C:12]([CH3:14])([CH3:15])[O:13]3)=[CH:49][C:42]=2[N:43]([CH3:48])[C:44]1=[O:47]. The catalyst class is: 10. (5) The catalyst class is: 6. Reactant: [N+:1]([C:4]1[CH:15]=[CH:14][C:7]([O:8][CH2:9][C:10]([NH:12][NH2:13])=[O:11])=[CH:6][CH:5]=1)([O-:3])=[O:2].CN(C)[C:18](=O)[CH3:19].C(Cl)(=O)C. Product: [CH3:18][C:19]1[O:11][C:10]([CH2:9][O:8][C:7]2[CH:14]=[CH:15][C:4]([N+:1]([O-:3])=[O:2])=[CH:5][CH:6]=2)=[N:12][N:13]=1. (6) Reactant: [CH2:1]1[C:13]2[NH:12][C:11]3[C:6](=[CH:7][CH:8]=[CH:9][CH:10]=3)[C:5]=2[CH2:4][CH2:3][NH:2]1.Br[CH2:15][C:16]([O:18][C:19]([CH3:22])([CH3:21])[CH3:20])=[O:17].[Na+].[I-].C([O-])([O-])=O.[K+].[K+]. Product: [CH2:1]1[C:13]2[NH:12][C:11]3[C:6](=[CH:7][CH:8]=[CH:9][CH:10]=3)[C:5]=2[CH2:4][CH2:3][N:2]1[CH2:15][C:16]([O:18][C:19]([CH3:22])([CH3:21])[CH3:20])=[O:17]. The catalyst class is: 291.